From a dataset of Catalyst prediction with 721,799 reactions and 888 catalyst types from USPTO. Predict which catalyst facilitates the given reaction. (1) The catalyst class is: 499. Reactant: [Cl:1][C:2]1[CH:3]=[C:4]([C:10]2([C:27]([F:30])([F:29])[F:28])[O:14][N:13]=[C:12]([C:15]3[N:16]4[C:20]([C:21]([C:24](O)=[O:25])=[CH:22][CH:23]=3)=[CH:19][CH:18]=[CH:17]4)[CH2:11]2)[CH:5]=[C:6]([Cl:9])[C:7]=1[Cl:8].CN(C(ON1N=NC2C=CC=NC1=2)=[N+](C)C)C.F[P-](F)(F)(F)(F)F.CCN(CC)CC.Cl.[NH2:63][CH:64]([C:66]1[CH:67]=[CH:68][C:69]2[C:73]([CH3:75])([CH3:74])[O:72][B:71]([OH:76])[C:70]=2[CH:77]=1)[CH3:65]. Product: [OH:76][B:71]1[C:70]2[CH:77]=[C:66]([CH:64]([NH:63][C:24]([C:21]3[C:20]4[N:16]([CH:17]=[CH:18][CH:19]=4)[C:15]([C:12]4[CH2:11][C:10]([C:4]5[CH:5]=[C:6]([Cl:9])[C:7]([Cl:8])=[C:2]([Cl:1])[CH:3]=5)([C:27]([F:30])([F:28])[F:29])[O:14][N:13]=4)=[CH:23][CH:22]=3)=[O:25])[CH3:65])[CH:67]=[CH:68][C:69]=2[C:73]([CH3:74])([CH3:75])[O:72]1. (2) Reactant: [Cl:1][C:2]1[CH:11]=[CH:10][C:9]([N:12]2[CH2:17][CH2:16][N:15]([CH:18]([C:20]3[CH:25]=[CH:24][C:23]([O:26][CH3:27])=[C:22]([O:28][CH3:29])[CH:21]=3)[CH3:19])[CH2:14][CH2:13]2)=[CH:8][C:3]=1[O:4][CH2:5][CH2:6]O.C[CH2:31][N:32](CC)[CH2:33]C.CS(Cl)(=O)=O.C(=O)([O-])[O-].[K+].[K+].CC(N(C)C)=O. Product: [Cl:1][C:2]1[CH:11]=[CH:10][C:9]([N:12]2[CH2:13][CH2:14][N:15]([CH:18]([C:20]3[CH:25]=[CH:24][C:23]([O:26][CH3:27])=[C:22]([O:28][CH3:29])[CH:21]=3)[CH3:19])[CH2:16][CH2:17]2)=[CH:8][C:3]=1[O:4][CH2:5][CH2:6][N:32]([CH3:33])[CH3:31]. The catalyst class is: 2. (3) Reactant: [C:1]([O:7][CH2:8][C:9]1[CH:14]=[CH:13][CH:12]=[CH:11][CH:10]=1)(=[O:6])[CH2:2][C:3]([O-:5])=O.[C:15](Cl)([CH3:18])([CH3:17])[CH3:16].[NH2:20][CH2:21][C:22]([OH:24])=[O:23].C(N(CC)CC)C.O. Product: [CH3:16][C:15]([O:24][C:22](=[O:23])[CH2:21][NH:20][C:3](=[O:5])[CH2:2][C:1]([O:7][CH2:8][C:9]1[CH:14]=[CH:13][CH:12]=[CH:11][CH:10]=1)=[O:6])([CH3:18])[CH3:17]. The catalyst class is: 9. (4) Reactant: [Al].Br[C:3]1[CH:8]=[CH:7][CH:6]=[CH:5][C:4]=1[N+:9]([O-:11])=[O:10].[CH3:12][CH:13]([CH2:32][CH2:33][CH2:34][CH:35]([CH3:37])[CH3:36])[CH2:14][CH2:15][O:16][C:17]1[CH:22]=[CH:21][C:20](B2OC(C)(C)C(C)(C)O2)=[CH:19][CH:18]=1.C(=O)([O-])[O-].[K+].[K+]. Product: [CH3:12][CH:13]([CH2:32][CH2:33][CH2:34][CH:35]([CH3:37])[CH3:36])[CH2:14][CH2:15][O:16][C:17]1[CH:22]=[CH:21][C:20]([C:3]2[CH:8]=[CH:7][CH:6]=[CH:5][C:4]=2[N+:9]([O-:11])=[O:10])=[CH:19][CH:18]=1. The catalyst class is: 11. (5) Reactant: [CH3:1][C@H:2]1[N:7]([C:8]([C:10]2[CH:15]=[CH:14][CH:13]=[CH:12][C:11]=2[N:16]2[N:20]=[CH:19][CH:18]=[N:17]2)=[O:9])[CH2:6][C@H:5]([O:21][C:22]2[CH:27]=[C:26]([OH:28])[CH:25]=[CH:24][N:23]=2)[CH2:4][CH2:3]1.[CH:29]1(Br)[CH2:31][CH2:30]1.C(=O)([O-])[O-].[K+].[K+]. Product: [CH:29]1([O:28][C:26]2[CH:25]=[CH:24][N:23]=[C:22]([O:21][C@@H:5]3[CH2:4][CH2:3][C@@H:2]([CH3:1])[N:7]([C:8]([C:10]4[CH:15]=[CH:14][CH:13]=[CH:12][C:11]=4[N:16]4[N:20]=[CH:19][CH:18]=[N:17]4)=[O:9])[CH2:6]3)[CH:27]=2)[CH2:31][CH2:30]1. The catalyst class is: 3. (6) Reactant: F.F.F.C([N:6]([CH2:9]C)[CH2:7]C)C.C(N([CH2:16][CH3:17])CC)C.[Si]([O:35][CH2:36][C@H:37]1[O:41][C@@H:40]([N:42]2[CH:49]=[C:48]([CH3:50])[C:46](=[O:47])[NH:45][C:43]2=[O:44])[C@:39](CCON(C)C)([OH:51])[C@@H:38]1[OH:58])(C(C)(C)C)(C1C=CC=CC=1)C1C=CC=CC=1.C[OH:60]. Product: [CH3:9][N:6]([CH3:7])[O:60][CH2:16][CH2:17][O:51][C@@H:39]1[C@H:38]([OH:58])[C@@H:37]([CH2:36][OH:35])[O:41][C@H:40]1[N:42]1[CH:49]=[C:48]([CH3:50])[C:46](=[O:47])[NH:45][C:43]1=[O:44]. The catalyst class is: 76. (7) The catalyst class is: 32. Reactant: [Cl:1][C:2]1[N:7]=[C:6]([N:8]2[CH2:13][C@@H:12]3[C@@:10]([NH:15]C(=O)OC(C)(C)C)([C@@H:11]3[CH3:14])[CH2:9]2)[C:5]([F:23])=[CH:4][N:3]=1.Cl.[CH3:25][N:26]1[CH:30]=[C:29]([NH2:31])[CH:28]=[N:27]1. Product: [ClH:1].[F:23][C:5]1[C:6]([N:8]2[CH2:13][C@@H:12]3[C@@:10]([NH2:15])([C@@H:11]3[CH3:14])[CH2:9]2)=[N:7][C:2]([NH:31][C:29]2[CH:28]=[N:27][N:26]([CH3:25])[CH:30]=2)=[N:3][CH:4]=1.